Dataset: Peptide-MHC class II binding affinity with 134,281 pairs from IEDB. Task: Regression. Given a peptide amino acid sequence and an MHC pseudo amino acid sequence, predict their binding affinity value. This is MHC class II binding data. (1) The peptide sequence is KQQGIRYANPIAFFR. The MHC is DRB1_0401 with pseudo-sequence DRB1_0401. The binding affinity (normalized) is 0.697. (2) The peptide sequence is AAKPAAAATATATAA. The MHC is HLA-DPA10103-DPB10401 with pseudo-sequence HLA-DPA10103-DPB10401. The binding affinity (normalized) is 0. (3) The peptide sequence is WPTVRERMRRAEPAA. The MHC is DRB1_1101 with pseudo-sequence DRB1_1101. The binding affinity (normalized) is 0.183. (4) The MHC is DRB1_0301 with pseudo-sequence DRB1_0301. The binding affinity (normalized) is 0.266. The peptide sequence is QLCDHRLMSAAVKDE. (5) The peptide sequence is FKPFAEYKSDYVYEP. The MHC is HLA-DQA10104-DQB10503 with pseudo-sequence HLA-DQA10104-DQB10503. The binding affinity (normalized) is 0.128.